Dataset: Peptide-MHC class I binding affinity with 185,985 pairs from IEDB/IMGT. Task: Regression. Given a peptide amino acid sequence and an MHC pseudo amino acid sequence, predict their binding affinity value. This is MHC class I binding data. The peptide sequence is QLMCQPILL. The MHC is HLA-A02:02 with pseudo-sequence HLA-A02:02. The binding affinity (normalized) is 0.899.